From a dataset of NCI-60 drug combinations with 297,098 pairs across 59 cell lines. Regression. Given two drug SMILES strings and cell line genomic features, predict the synergy score measuring deviation from expected non-interaction effect. (1) Drug 1: CC1=C(C=C(C=C1)NC(=O)C2=CC=C(C=C2)CN3CCN(CC3)C)NC4=NC=CC(=N4)C5=CN=CC=C5. Drug 2: C1CN(P(=O)(OC1)NCCCl)CCCl. Cell line: NCI-H460. Synergy scores: CSS=0.00300, Synergy_ZIP=2.19, Synergy_Bliss=4.28, Synergy_Loewe=-0.330, Synergy_HSA=0.721. (2) Drug 1: CNC(=O)C1=NC=CC(=C1)OC2=CC=C(C=C2)NC(=O)NC3=CC(=C(C=C3)Cl)C(F)(F)F. Drug 2: CCC1(C2=C(COC1=O)C(=O)N3CC4=CC5=C(C=CC(=C5CN(C)C)O)N=C4C3=C2)O.Cl. Cell line: TK-10. Synergy scores: CSS=24.4, Synergy_ZIP=-6.21, Synergy_Bliss=-1.22, Synergy_Loewe=-73.7, Synergy_HSA=-1.26. (3) Cell line: M14. Drug 2: CS(=O)(=O)OCCCCOS(=O)(=O)C. Drug 1: C(=O)(N)NO. Synergy scores: CSS=7.36, Synergy_ZIP=-2.76, Synergy_Bliss=0.610, Synergy_Loewe=-1.26, Synergy_HSA=-0.0557. (4) Drug 1: CCC1=CC2CC(C3=C(CN(C2)C1)C4=CC=CC=C4N3)(C5=C(C=C6C(=C5)C78CCN9C7C(C=CC9)(C(C(C8N6C)(C(=O)OC)O)OC(=O)C)CC)OC)C(=O)OC.C(C(C(=O)O)O)(C(=O)O)O. Drug 2: C1CN(CCN1C(=O)CCBr)C(=O)CCBr. Cell line: SF-539. Synergy scores: CSS=57.4, Synergy_ZIP=-3.23, Synergy_Bliss=-2.24, Synergy_Loewe=-14.0, Synergy_HSA=-1.37. (5) Drug 1: CN1C(=O)N2C=NC(=C2N=N1)C(=O)N. Drug 2: C1=NNC2=C1C(=O)NC=N2. Cell line: UACC-257. Synergy scores: CSS=-0.817, Synergy_ZIP=0.487, Synergy_Bliss=-1.26, Synergy_Loewe=-1.94, Synergy_HSA=-3.03.